From a dataset of Reaction yield outcomes from USPTO patents with 853,638 reactions. Predict the reaction yield, written as a fraction of the theoretical maximum amount of product (1.0 means a 100% yield; for example, 0.34 means a 34% yield). (1) The reactants are [Br:1][C:2]1[C:9]([CH3:10])=[C:8]([F:11])[CH:7]=[C:6]([Br:12])[C:3]=1[C:4]#[N:5]. The catalyst is C1COCC1. The product is [Br:1][C:2]1[C:9]([CH3:10])=[C:8]([F:11])[CH:7]=[C:6]([Br:12])[C:3]=1[CH2:4][NH2:5]. The yield is 1.00. (2) The reactants are C(O[B:5]1[O:9][C:8]([CH3:11])([CH3:10])[C:7]([CH3:13])([CH3:12])[O:6]1)(C)C.C([Li])CCC.[F:19][C:20]1[CH:21]=[C:22]([CH:27]2[CH2:32][CH2:31][O:30][CH2:29][CH2:28]2)[CH:23]=[C:24]([F:26])[CH:25]=1. No catalyst specified. The product is [F:26][C:24]1[CH:23]=[C:22]([CH:27]2[CH2:32][CH2:31][O:30][CH2:29][CH2:28]2)[CH:21]=[C:20]([F:19])[C:25]=1[B:5]1[O:6][C:7]([CH3:12])([CH3:13])[C:8]([CH3:10])([CH3:11])[O:9]1. The yield is 1.00. (3) The reactants are Cl[C:2]1[CH:11]=[CH:10][C:9]2[C:4](=[C:5]([O:12][CH3:13])[CH:6]=[CH:7][CH:8]=2)[N:3]=1.[OH2:14]. The catalyst is C(O)(=O)C. The product is [CH3:13][O:12][C:5]1[CH:6]=[CH:7][CH:8]=[C:9]2[C:4]=1[NH:3][C:2](=[O:14])[CH:11]=[CH:10]2. The yield is 1.00. (4) The product is [Br:21][C:22]1[CH:27]=[N:26][C:25]2[C:28]3[C:29]([O:38][CH3:39])=[CH:30][C:31]([C:32]([O:34][CH3:35])=[O:33])=[CH:36][C:37]=3[NH:40][C:24]=2[CH:23]=1. No catalyst specified. The yield is 0.420. The reactants are BrC1C=NC2C3C=CC(CC(OCC)=O)=CC=3NC=2C=1.[Br:21][C:22]1[CH:23]=[C:24]([N+:40]([O-])=O)[C:25]([C:28]2[CH:37]=[CH:36][C:31]([C:32]([O:34][CH3:35])=[O:33])=[CH:30][C:29]=2[O:38][CH3:39])=[N:26][CH:27]=1.CCN(CCOC1C=CC(CC2C=CC=CC=2)=CC=1)CC.Cl. (5) The reactants are [C@:1]12([CH3:13])[C:7]([CH3:9])([CH3:8])[CH:4]([CH2:5][CH2:6]1)[CH2:3][CH:2]2[C:10](Cl)=[O:11].[I:14][C:15]1[CH:20]=[CH:19][C:18]([CH:21]([OH:26])[C:22]([CH3:25])([CH3:24])[CH3:23])=[C:17]([N+:27]([O-:29])=[O:28])[CH:16]=1. The catalyst is CN(C1C=CN=CC=1)C.ClCCl. The product is [C@:1]12([CH3:13])[C:7]([CH3:9])([CH3:8])[CH:4]([CH2:5][CH2:6]1)[CH2:3][CH:2]2[C:10]([O:26][CH:21]([C:18]1[CH:19]=[CH:20][C:15]([I:14])=[CH:16][C:17]=1[N+:27]([O-:29])=[O:28])[C:22]([CH3:24])([CH3:25])[CH3:23])=[O:11]. The yield is 0.880. (6) The reactants are [N+:1]([C:4]1[CH:9]=[C:8]([C:10]2[CH:15]=[CH:14][CH:13]=[C:12]([NH:16][C:17](=[O:22])[C:18]([F:21])([F:20])[F:19])[CH:11]=2)[CH:7]=[CH:6][C:5]=1[CH:23](C(OC)=O)[C:24]([O:26]C)=[O:25])([O-:3])=[O:2]. The catalyst is Cl. The product is [N+:1]([C:4]1[CH:9]=[C:8]([C:10]2[CH:15]=[CH:14][CH:13]=[C:12]([NH:16][C:17](=[O:22])[C:18]([F:19])([F:20])[F:21])[CH:11]=2)[CH:7]=[CH:6][C:5]=1[CH2:23][C:24]([OH:26])=[O:25])([O-:3])=[O:2]. The yield is 0.730. (7) The reactants are [C:1]([O:4][CH2:5][C@@H:6]1[C@@H:11]([O:12][C:13](=[O:15])[CH3:14])[C@H:10](OC(=O)C)[CH:9]=[CH:8][O:7]1)(=[O:3])[CH3:2].[OH:20][C:21]1[CH:22]=[C:23]2[C:28](=[CH:29][CH:30]=1)[CH:27]=[C:26](B(O)O)[CH:25]=[CH:24]2. The catalyst is C(O[Pd]OC(=O)C)(=O)C.C(#N)C. The product is [C:1]([O:4][CH2:5][C@@H:6]1[C@@H:11]([O:12][C:13](=[O:15])[CH3:14])[CH:10]=[CH:9][C@@H:8]([C:26]2[CH:25]=[CH:24][C:23]3[C:28](=[CH:29][CH:30]=[C:21]([OH:20])[CH:22]=3)[CH:27]=2)[O:7]1)(=[O:3])[CH3:2]. The yield is 0.490. (8) The yield is 0.150. The catalyst is C(#N)C. The reactants are [Cl:1][C:2]1[CH:29]=[CH:28][C:5]2[N:6]3[C:10]([CH2:11][NH:12][CH2:13][C:4]=2[CH:3]=1)=[N:9][N:8]=[C:7]3[C@H:14]1[CH2:19][CH2:18][C@H:17]([O:20][C:21]2[CH:26]=[CH:25][C:24]([F:27])=[CH:23][N:22]=2)[CH2:16][CH2:15]1.C(=O)([O-])[O-].[K+].[K+].Br[CH2:37][CH2:38][F:39]. The product is [Cl:1][C:2]1[CH:29]=[CH:28][C:5]2[N:6]3[C:10]([CH2:11][N:12]([CH2:37][CH2:38][F:39])[CH2:13][C:4]=2[CH:3]=1)=[N:9][N:8]=[C:7]3[C@H:14]1[CH2:19][CH2:18][C@H:17]([O:20][C:21]2[CH:26]=[CH:25][C:24]([F:27])=[CH:23][N:22]=2)[CH2:16][CH2:15]1.